From a dataset of Reaction yield outcomes from USPTO patents with 853,638 reactions. Predict the reaction yield, written as a fraction of the theoretical maximum amount of product (1.0 means a 100% yield; for example, 0.34 means a 34% yield). (1) The reactants are [CH3:1][O:2][C:3]1[CH:4]=[C:5]2[C:10](=[CH:11][C:12]=1[O:13][CH3:14])[N:9]=[CH:8][CH:7]=[C:6]2[O:15][C:16]1[CH:22]=[CH:21][C:19]([NH2:20])=[C:18]([CH3:23])[C:17]=1[CH3:24].C1(C)C=CC=CC=1.C(N(CC)CC)C.ClC(Cl)(O[C:43](=[O:49])[O:44][C:45](Cl)(Cl)Cl)Cl.[Cl:51][C:52]1[CH:62]=[CH:61][C:55]([O:56][CH2:57][CH2:58]CO)=[CH:54][CH:53]=1. The catalyst is C(Cl)Cl. The product is [CH3:1][O:2][C:3]1[CH:4]=[C:5]2[C:10](=[CH:11][C:12]=1[O:13][CH3:14])[N:9]=[CH:8][CH:7]=[C:6]2[O:15][C:16]1[CH:22]=[CH:21][C:19]([NH:20][C:43](=[O:49])[O:44][CH2:45][CH2:58][CH2:57][O:56][C:55]2[CH:61]=[CH:62][C:52]([Cl:51])=[CH:53][CH:54]=2)=[C:18]([CH3:23])[C:17]=1[CH3:24]. The yield is 0.600. (2) The catalyst is C(O)(C)C.O.ClCCl.Cl.CC(C)=O. The product is [Br:1][C:2]1[C:11]2[C:6](=[CH:7][C:8]([O:12][CH3:13])=[CH:9][CH:10]=2)[CH:5]([CH2:14][CH2:15][NH:16][C:17](=[O:26])[CH3:18])[CH2:4][CH:3]=1. The reactants are [Br:1][C:2]1[C:11]2[C:6](=[CH:7][C:8]([O:12][CH3:13])=[CH:9][CH:10]=2)[CH:5]([CH2:14][CH2:15][N:16]2C(=O)C3[C:18](=CC=CC=3)[C:17]2=[O:26])[CH2:4][CH:3]=1.[BH4-].[Na+].[OH-].[Na+].CN(C1C=CC=CN=1)C.C(OC(=O)C)(=O)C. The yield is 0.640. (3) The reactants are [CH3:1][CH:2]([C@@H:4]1[NH:9][CH2:8][CH2:7][N:6]([C:10]2[CH:15]=[CH:14][C:13]([N+:16]([O-:18])=[O:17])=[C:12]([O:19][CH3:20])[CH:11]=2)[CH2:5]1)[CH3:3].[CH:21]([S:23]([CH3:26])(=[O:25])=[O:24])=[CH2:22]. The catalyst is O1CCOCC1. The product is [CH3:3][CH:2]([C@H:4]1[CH2:5][N:6]([C:10]2[CH:15]=[CH:14][C:13]([N+:16]([O-:18])=[O:17])=[C:12]([O:19][CH3:20])[CH:11]=2)[CH2:7][CH2:8][N:9]1[CH2:22][CH2:21][S:23]([CH3:26])(=[O:25])=[O:24])[CH3:1]. The yield is 0.780. (4) The reactants are [NH2:1][C:2]1[N:7]=[C:6](Cl)[N:5]=[C:4]([CH:9]([CH3:11])[CH3:10])[N:3]=1.Cl.[F:13][C:14]([F:28])([F:27])[C:15]1[CH:16]=[C:17]([CH:24]=[CH:25][CH:26]=1)[O:18][CH2:19][CH:20]([NH2:23])[CH2:21][CH3:22].C(=O)([O-])[O-].[K+].[K+].CN(C)C=O. The catalyst is O. The product is [NH2:1][C:2]1[N:3]=[C:4]([CH:9]([CH3:11])[CH3:10])[N:5]=[C:6]([NH:23][CH:20]([CH2:21][CH3:22])[CH2:19][O:18][C:17]2[CH:24]=[CH:25][CH:26]=[C:15]([C:14]([F:13])([F:27])[F:28])[CH:16]=2)[N:7]=1. The yield is 0.760.